Dataset: Full USPTO retrosynthesis dataset with 1.9M reactions from patents (1976-2016). Task: Predict the reactants needed to synthesize the given product. Given the product [Cl:1][C:2]1[N:7]=[N:6][C:5]([N:8]2[CH:21]([CH3:22])[CH2:20][C:12]3[CH:13]=[C:14]4[O:18][CH2:17][O:16][C:15]4=[CH:19][C:11]=3[C:10]([C:24]3[CH:25]=[CH:26][C:27]([N+:30]([O-:32])=[O:31])=[CH:28][CH:29]=3)=[N:9]2)=[CH:4][CH:3]=1, predict the reactants needed to synthesize it. The reactants are: [Cl:1][C:2]1[N:7]=[N:6][C:5]([NH:8][N:9]=[C:10]([C:24]2[CH:29]=[CH:28][C:27]([N+:30]([O-:32])=[O:31])=[CH:26][CH:25]=2)[C:11]2[C:12]([CH2:20][CH:21](O)[CH3:22])=[CH:13][C:14]3[O:18][CH2:17][O:16][C:15]=3[CH:19]=2)=[CH:4][CH:3]=1.C1(P(C2C=CC=CC=2)C2C=CC=CC=2)C=CC=CC=1.N(C(OCC)=O)=NC(OCC)=O.